Dataset: Catalyst prediction with 721,799 reactions and 888 catalyst types from USPTO. Task: Predict which catalyst facilitates the given reaction. (1) Reactant: Br[C:2]1[C:6]([C:7]([N:9]([O:11][CH3:12])[CH3:10])=[O:8])=[CH:5][N:4]([CH2:13][C:14]2[CH:19]=[CH:18][C:17]([O:20][CH3:21])=[CH:16][CH:15]=2)[N:3]=1.[CH2:22]([Sn](CCCC)(CCCC)C=C)[CH2:23]CC. Product: [CH3:21][O:20][C:17]1[CH:18]=[CH:19][C:14]([CH2:13][N:4]2[CH:5]=[C:6]([C:7]([N:9]([O:11][CH3:12])[CH3:10])=[O:8])[C:2]([CH:22]=[CH2:23])=[N:3]2)=[CH:15][CH:16]=1. The catalyst class is: 109. (2) Reactant: [CH2:1]([S:9][CH2:10][C:11]1[CH:12]=[C:13]([CH:18]=[CH:19][CH:20]=1)[C:14]([O:16]C)=[O:15])[CH2:2][C:3]1[CH:8]=[CH:7][CH:6]=[CH:5][CH:4]=1.[OH-].[Na+]. Product: [CH2:1]([S:9][CH2:10][C:11]1[CH:12]=[C:13]([CH:18]=[CH:19][CH:20]=1)[C:14]([OH:16])=[O:15])[CH2:2][C:3]1[CH:4]=[CH:5][CH:6]=[CH:7][CH:8]=1. The catalyst class is: 36. (3) The catalyst class is: 6. Reactant: [CH:1]1([CH2:4][O:5][C:6]2[CH:7]=[C:8]([C@@H:14]3[CH2:18][NH:17][CH2:16][C@:15]3([CH2:20][OH:21])[CH3:19])[CH:9]=[CH:10][C:11]=2[O:12][CH3:13])[CH2:3][CH2:2]1.CCN(C(C)C)C(C)C.[CH2:31]([O:38][CH2:39][C:40](Cl)=[O:41])[C:32]1[CH:37]=[CH:36][CH:35]=[CH:34][CH:33]=1.[Li+].[OH-]. Product: [CH2:31]([O:38][CH2:39][C:40]([N:17]1[CH2:18][C@@H:14]([C:8]2[CH:9]=[CH:10][C:11]([O:12][CH3:13])=[C:6]([O:5][CH2:4][CH:1]3[CH2:3][CH2:2]3)[CH:7]=2)[C@@:15]([CH2:20][OH:21])([CH3:19])[CH2:16]1)=[O:41])[C:32]1[CH:37]=[CH:36][CH:35]=[CH:34][CH:33]=1. (4) Reactant: [NH2:1][C:2]1[N:7]=[C:6]([C:8]2[O:9][CH:10]=[CH:11][CH:12]=2)[C:5]([C:13]#[N:14])=[C:4](S(C)(=O)=O)[N:3]=1.[OH:19][CH2:20][CH2:21][N:22]1[CH2:27][CH2:26][CH2:25][CH2:24][CH2:23]1.C1CCN2C(=NCCC2)CC1. Product: [NH2:1][C:2]1[N:7]=[C:6]([C:8]2[O:9][CH:10]=[CH:11][CH:12]=2)[C:5]([C:13]#[N:14])=[C:4]([O:19][CH2:20][CH2:21][N:22]2[CH2:27][CH2:26][CH2:25][CH2:24][CH2:23]2)[N:3]=1. The catalyst class is: 57. (5) Product: [CH2:19]([O:18][C:16](=[O:17])[NH:15][CH2:14][C@H:8]([NH:7][C:6](=[O:26])[C@@H:61]([NH:60][C:53]([O:55][C:56]([CH3:59])([CH3:58])[CH3:57])=[O:54])[CH2:62][CH2:63][S:64][CH3:65])[C@@H:9]([OH:13])[C:10]#[C:11][CH3:12])[C:20]1[CH:21]=[CH:22][CH:23]=[CH:24][CH:25]=1. Reactant: C(O[C:6](=[O:26])[NH:7][C@@H:8]([CH2:14][NH:15][C:16]([O:18][CH2:19][C:20]1[CH:25]=[CH:24][CH:23]=[CH:22][CH:21]=1)=[O:17])[C@@H:9]([OH:13])[C:10]#[C:11][CH3:12])(C)(C)C.C(O)(C(F)(F)F)=O.C(N(CC)C(C)C)(C)C.C1C=CC2N(O)N=NC=2C=1.[C:53]([NH:60][C@H:61](C(O)=O)[CH2:62][CH2:63][S:64][CH3:65])([O:55][C:56]([CH3:59])([CH3:58])[CH3:57])=[O:54].F[P-](F)(F)(F)(F)F.N1(O[P+](N(C)C)(N(C)C)N(C)C)C2C=CC=CC=2N=N1. The catalyst class is: 2. (6) Reactant: [F:1][C:2]1[CH:3]=[CH:4][C:5]2[O:10][CH2:9][C:8](=[O:11])[N:7]([CH2:12][C@H:13]([CH3:16])[CH2:14]I)[C:6]=2[CH:17]=1.[CH2:18]([CH:22]1[CH2:27][CH2:26][NH:25][CH2:24][CH2:23]1)[CH2:19][CH2:20][CH3:21]. Product: [CH2:18]([CH:22]1[CH2:27][CH2:26][N:25]([CH2:14][C@@H:13]([CH3:16])[CH2:12][N:7]2[C:6]3[CH:17]=[C:2]([F:1])[CH:3]=[CH:4][C:5]=3[O:10][CH2:9][C:8]2=[O:11])[CH2:24][CH2:23]1)[CH2:19][CH2:20][CH3:21]. The catalyst class is: 243.